Dataset: Forward reaction prediction with 1.9M reactions from USPTO patents (1976-2016). Task: Predict the product of the given reaction. (1) Given the reactants [NH:1]1[CH:6]=[CH:5][CH2:4][CH2:3][CH2:2]1.C1C=CC2N(O)N=NC=2C=1.[C:17]([NH:24][C@@H:25]([C:29](O)=[O:30])[CH:26]([CH3:28])[CH3:27])([O:19][C:20]([CH3:23])([CH3:22])[CH3:21])=[O:18].C(Cl)CCl, predict the reaction product. The product is: [C:17]([NH:24][C@@H:25]([C:29]([N:1]1[CH2:2][CH2:3][CH:4]=[CH:5][CH2:6]1)=[O:30])[CH:26]([CH3:27])[CH3:28])([O:19][C:20]([CH3:21])([CH3:23])[CH3:22])=[O:18]. (2) Given the reactants [F:1][C:2]1[CH:11]=[C:10]([OH:12])[CH:9]=[CH:8][C:3]=1[C:4]([O:6][CH3:7])=[O:5].C(=O)([O-])[O-].[K+].[K+].[CH2:19](Br)[C:20]1[CH:25]=[CH:24][CH:23]=[CH:22][CH:21]=1.O, predict the reaction product. The product is: [CH2:19]([O:12][C:10]1[CH:9]=[CH:8][C:3]([C:4]([O:6][CH3:7])=[O:5])=[C:2]([F:1])[CH:11]=1)[C:20]1[CH:25]=[CH:24][CH:23]=[CH:22][CH:21]=1.